Dataset: Experimentally validated miRNA-target interactions with 360,000+ pairs, plus equal number of negative samples. Task: Binary Classification. Given a miRNA mature sequence and a target amino acid sequence, predict their likelihood of interaction. (1) The miRNA is mmu-miR-669i with sequence UGCAUAUACACACAUGCAUAC. The protein sequence of the target gene is MSVPPLLRPPSPLLPAAAAVAAAAAALVPGSGPAPFPAPGAAPAGGISFHLQIGLSREPVLLLQDSSGDYSLAHVREMACSIVDQKFPECGFYGLYDKILLFRHDPASDNILQLVKIASDIQEGDLIEVVLSASATFEDFQIRPHALFVHSYRAPAFCDHCGEMLWGLVRQGLKCEGCGLNYHKRCAFKIPNNCSGVRRRRLSNVSLTGLGTVRTASAEFSTSVPDEPLLSPVSPGFEQKSPSESFIGREKRSNSQSYIGRPIQLDKLLMSKVKVPHTFVIHSYTRPTVCQFCKKLLKGL.... Result: 0 (no interaction). (2) The miRNA is hsa-miR-194-5p with sequence UGUAACAGCAACUCCAUGUGGA. The protein sequence of the target gene is MGTGAGGPSVLALLFAVCAPLRLQAEELGDGCGHIVTSQDSGTMTSKNYPGTYPNYTVCEKIITVPKGKRLILRLGDLNIESKTCASDYLLFSSATDQYGPYCGSWAVPKELRLNSNEVTVLFKSGSHISGRGFLLTYASSDHPDLITCLERGSHYFEEKYSKFCPAGCRDIAGDISGNTKDGYRDTSLLCKAAIHAGIITDELGGHINLLQSKGISHYEGLLANGVLSRHGSLSEKRFLFTTPGMNITTVAIPSVIFIALLLTGMGIFAICRKRKKKGNPYVSADAQKTGCWKQIKYPF.... Result: 0 (no interaction). (3) The protein sequence of the target gene is MSVAIRKRSWEEHVTHWMGQPFNSDDRNTACHHGLVADSLQASMEKDATLNVDRKEKCVSLPDCCHGSELRDFPGRPMGHLSKDVDENDSHEGEDQFLSLEASTETLVHVSDEDNNADLCLTDDKQVLNTQGQKTSGQHMIQGAGSLEKALPIIQSNQVSSNSWGIAGETELALVKESGERKVTDSISKSLELCNEISLSEIKDAPKVNAVDTLNVKDIAPEKQLLNSAVIAQQRRKPDPPKDENERSTCNVVQNEFLDTPCTNRGLPLLKTDFGSCLLQPPSCPNGMSAENGLEKSGFS.... Result: 1 (interaction). The miRNA is hsa-miR-3666 with sequence CAGUGCAAGUGUAGAUGCCGA. (4) The miRNA is cel-miR-58a-3p with sequence UGAGAUCGUUCAGUACGGCAAU. The protein sequence of the target gene is MELGNGKLPRTGLNSLNQAVHPTWGLAWTDGNRVVLTDLQLHSGEAKFGDSRVIGRFESVCGVCWAPVRTVRSPALLAIQHRKLVSVWQLCPSTAGASKWQASQTSEVRESLPILPRGCVWHPKDAVLTVLTAQGVSIFPNVHQDGSRVKVDVNTKGRVYCACWTLDGQRLVVAIDSNLHSYIWDSSQKSLHSCSFCPVFPVNCSIRSIEATGNSQVAIATELPLHKLCSLNASEALDGPPNGDDGSVHTRPVDEQVATMDMNSGVTVSPFSVPLDLTHIHFNPSQAEQSSLICLRKKDY.... Result: 0 (no interaction).